Dataset: Full USPTO retrosynthesis dataset with 1.9M reactions from patents (1976-2016). Task: Predict the reactants needed to synthesize the given product. (1) Given the product [C:27]([O:26][C:25]([NH:24][CH2:23][CH2:22][CH2:21][N:18]1[C:11]2[N:12]=[C:13]([S:16][CH3:17])[N:14]=[CH:15][C:10]=2[CH:9]=[C:8]([C:5]2[CH:6]=[CH:7][C:2]([B:33]([OH:37])[OH:34])=[CH:3][C:4]=2[Cl:32])[C:19]1=[O:20])=[O:31])([CH3:30])([CH3:29])[CH3:28], predict the reactants needed to synthesize it. The reactants are: Br[C:2]1[CH:7]=[CH:6][C:5]([C:8]2[C:19](=[O:20])[N:18]([CH2:21][CH2:22][CH2:23][NH:24][C:25](=[O:31])[O:26][C:27]([CH3:30])([CH3:29])[CH3:28])[C:11]3[N:12]=[C:13]([S:16][CH3:17])[N:14]=[CH:15][C:10]=3[CH:9]=2)=[C:4]([Cl:32])[CH:3]=1.[B:33]1(B2OC(C)(C)C(C)(C)O2)[O:37]C(C)(C)C(C)(C)[O:34]1.CC([O-])=O.[K+]. (2) Given the product [ClH:30].[ClH:30].[CH2:1]([N:3]([CH2:14][CH2:15][NH:16][C:17]([C:19]1[CH:28]=[CH:27][C:26]2[C:21](=[CH:22][CH:23]=[C:24]([I:29])[CH:25]=2)[N:20]=1)=[O:18])[CH2:4][CH2:5][O:6][C:7]1[C:8]([F:13])=[N:9][CH:10]=[CH:11][CH:12]=1)[CH3:2], predict the reactants needed to synthesize it. The reactants are: [CH2:1]([N:3]([CH2:14][CH2:15][NH:16][C:17]([C:19]1[CH:28]=[CH:27][C:26]2[C:21](=[CH:22][CH:23]=[C:24]([I:29])[CH:25]=2)[N:20]=1)=[O:18])[CH2:4][CH2:5][O:6][C:7]1[C:8]([F:13])=[N:9][CH:10]=[CH:11][CH:12]=1)[CH3:2].[ClH:30].Cl.C(N(CCNC(C1C=NC2C(=CC=C(I)C=2)N=1)=O)CCOC1C(F)=NC=CC=1)C. (3) Given the product [CH3:45][CH:44]1[C:43]([N:3]2[CH2:4][CH2:5][C:6]3([CH2:11][CH2:10][N:9]([C:12]([O:14][C:15]([CH3:18])([CH3:17])[CH3:16])=[O:13])[CH2:8][CH2:7]3)[C:2]2=[O:1])=[CH:42][C:41](=[O:63])[O:40]1, predict the reactants needed to synthesize it. The reactants are: [O:1]=[C:2]1[C:6]2([CH2:11][CH2:10][N:9]([C:12]([O:14][C:15]([CH3:18])([CH3:17])[CH3:16])=[O:13])[CH2:8][CH2:7]2)[CH2:5][CH2:4][NH:3]1.CC1(C)C2[C:41](=[C:42](P(C3C=CC=CC=3)C3C=CC=CC=3)[CH:43]=[CH:44][CH:45]=2)[O:40]C2C(P(C3C=CC=CC=3)C3C=CC=CC=3)=CC=CC1=2.O.C(=O)([O-])[O-:63].[K+].[K+]. (4) Given the product [C:1]([N:4]1[CH2:5][CH2:6][N:7]([C:10]2[CH:11]=[CH:12][C:13]([NH:16][C:17]3[N:22]=[C:21]([NH:23][CH2:24][CH:25]4[CH2:30][CH2:29][N:28]([C:41](=[O:43])[CH3:42])[CH2:27][CH2:26]4)[C:20]([C:31]([NH2:33])=[O:32])=[CH:19][N:18]=3)=[CH:14][CH:15]=2)[CH2:8][CH2:9]1)(=[O:3])[CH3:2], predict the reactants needed to synthesize it. The reactants are: [C:1]([N:4]1[CH2:9][CH2:8][N:7]([C:10]2[CH:15]=[CH:14][C:13]([NH:16][C:17]3[N:22]=[C:21]([NH:23][CH2:24][CH:25]4[CH2:30][CH2:29][NH:28][CH2:27][CH2:26]4)[C:20]([C:31]([NH2:33])=[O:32])=[CH:19][N:18]=3)=[CH:12][CH:11]=2)[CH2:6][CH2:5]1)(=[O:3])[CH3:2].C(N(CC)CC)C.[C:41](OC(=O)C)(=[O:43])[CH3:42]. (5) Given the product [F:2][C:3]1[CH:8]=[CH:7][C:6]([CH:9]([C:17]2[CH:18]=[CH:19][C:20]([F:23])=[CH:21][CH:22]=2)[CH:10]2[C:15](=[O:16])[CH2:14][CH2:13][N:12]([CH2:32][C:31]3[CH:34]=[CH:35][CH:36]=[CH:37][C:30]=3[C:24]3[CH:29]=[CH:28][CH:27]=[CH:26][CH:25]=3)[CH2:11]2)=[CH:5][CH:4]=1, predict the reactants needed to synthesize it. The reactants are: Cl.[F:2][C:3]1[CH:8]=[CH:7][C:6]([CH:9]([C:17]2[CH:22]=[CH:21][C:20]([F:23])=[CH:19][CH:18]=2)[CH:10]2[C:15](=[O:16])[CH2:14][CH2:13][NH:12][CH2:11]2)=[CH:5][CH:4]=1.[C:24]1([C:30]2[CH:37]=[CH:36][CH:35]=[CH:34][C:31]=2[CH2:32]Br)[CH:29]=[CH:28][CH:27]=[CH:26][CH:25]=1.C(=O)([O-])[O-].[K+].[K+].